From a dataset of Full USPTO retrosynthesis dataset with 1.9M reactions from patents (1976-2016). Predict the reactants needed to synthesize the given product. (1) The reactants are: Cl.Cl.[CH3:3][O:4][C:5](=[O:36])[C:6]1[CH:11]=[C:10]([C:12]2[CH:17]=[C:16]([O:18][CH:19]3[CH2:24][CH2:23][NH:22][CH2:21][CH2:20]3)[N:15]=[N:14][C:13]=2[CH2:25][CH2:26][CH2:27][CH3:28])[CH:9]=[CH:8][C:7]=1[O:29][CH:30]1[CH2:35][CH2:34][CH2:33][CH2:32][CH2:31]1.C=O.O.[C:40](O[BH-](OC(=O)C)OC(=O)C)(=O)C.[Na+]. Given the product [CH3:3][O:4][C:5](=[O:36])[C:6]1[CH:11]=[C:10]([C:12]2[CH:17]=[C:16]([O:18][CH:19]3[CH2:20][CH2:21][N:22]([CH3:40])[CH2:23][CH2:24]3)[N:15]=[N:14][C:13]=2[CH2:25][CH2:26][CH2:27][CH3:28])[CH:9]=[CH:8][C:7]=1[O:29][CH:30]1[CH2:31][CH2:32][CH2:33][CH2:34][CH2:35]1, predict the reactants needed to synthesize it. (2) Given the product [C:20]([C:5]1[C:6]([O:10][CH3:11])=[CH:7][CH:8]=[CH:9][C:4]=1[C:3]([O:2][CH3:1])=[O:13])#[N:21], predict the reactants needed to synthesize it. The reactants are: [CH3:1][O:2][C:3](=[O:13])[C:4]1[CH:9]=[CH:8][CH:7]=[C:6]([O:10][CH3:11])[C:5]=1N.Cl.N([O-])=O.[Na+].[Cu][C:20]#[N:21]. (3) Given the product [NH2:34][C:15]1[N:16]([C:25]2[CH:30]=[CH:29][CH:28]=[C:27]([N+:31]([O-:33])=[O:32])[CH:26]=2)[C:17](=[O:24])[N:18]([CH2:21][CH2:22][CH3:23])[C:19](=[O:20])[C:14]=1[C:13]1[N:9]([C:6]2[CH:5]=[CH:4][C:3]([C:1]#[N:2])=[CH:8][CH:7]=2)[N:10]=[CH:11][CH:12]=1, predict the reactants needed to synthesize it. The reactants are: [C:1]([C:3]1[CH:8]=[CH:7][C:6]([N:9]2[C:13]([C:14]3[C:19](=[O:20])[N:18]([CH2:21][CH2:22][CH3:23])[C:17](=[O:24])[N:16]([C:25]4[CH:30]=[CH:29][CH:28]=[C:27]([N+:31]([O-:33])=[O:32])[CH:26]=4)[C:15]=3[N:34]=CN(C)C)=[CH:12][CH:11]=[N:10]2)=[CH:5][CH:4]=1)#[N:2].Cl. (4) Given the product [CH3:1][O:2][C@H:3]1[C@@H:7]2[O:8][C:9]([CH3:12])([CH3:11])[O:10][C@@H:6]2[C@@H:5]([C:13]([NH:15][NH:16][C:25](=[S:26])[NH:24][CH2:17][C:18]2[CH:23]=[CH:22][CH:21]=[CH:20][CH:19]=2)=[O:14])[O:4]1, predict the reactants needed to synthesize it. The reactants are: [CH3:1][O:2][C@H:3]1[C@@H:7]2[O:8][C:9]([CH3:12])([CH3:11])[O:10][C@@H:6]2[C@@H:5]([C:13]([NH:15][NH2:16])=[O:14])[O:4]1.[CH2:17]([N:24]=[C:25]=[S:26])[C:18]1[CH:23]=[CH:22][CH:21]=[CH:20][CH:19]=1. (5) Given the product [CH2:11]([O:13][C:14](=[O:39])[C:15]([O:34][CH2:35][CH2:36][CH2:37][CH3:38])([CH3:33])[CH2:16][C:17]1[CH:18]=[CH:19][C:20]([O:23][CH2:24][CH2:25][CH:26]2[CH2:30][N:29]([CH2:6][C:5]3[CH:8]=[CH:9][CH:10]=[C:3]([O:2][CH3:1])[CH:4]=3)[C:28](=[O:31])[N:27]2[CH3:32])=[CH:21][CH:22]=1)[CH3:12], predict the reactants needed to synthesize it. The reactants are: [CH3:1][O:2][C:3]1[CH:4]=[C:5]([CH:8]=[CH:9][CH:10]=1)[CH2:6]Br.[CH2:11]([O:13][C:14](=[O:39])[C:15]([O:34][CH2:35][CH2:36][CH2:37][CH3:38])([CH3:33])[CH2:16][C:17]1[CH:22]=[CH:21][C:20]([O:23][CH2:24][CH2:25][CH:26]2[CH2:30][NH:29][C:28](=[O:31])[N:27]2[CH3:32])=[CH:19][CH:18]=1)[CH3:12].[H-].[Na+]. (6) Given the product [C:1]1([C:7]2[O:11][N:10]=[CH:9][C:8]=2[CH2:12][CH2:13][CH2:14][C:16]#[N:18])[CH:6]=[CH:5][CH:4]=[CH:3][CH:2]=1, predict the reactants needed to synthesize it. The reactants are: [C:1]1([C:7]2[O:11][N:10]=[CH:9][C:8]=2[CH2:12][CH2:13][CH2:14]O)[CH:6]=[CH:5][CH:4]=[CH:3][CH:2]=1.[CH2:16]([N:18](CC)CC)C.CS(Cl)(=O)=O.Cl. (7) Given the product [CH3:21][O:20][C:17]1[N:16]=[CH:15][C:14]([C:11]2[CH:10]=[N:9][NH:8][C:12]=2[NH2:13])=[CH:19][CH:18]=1, predict the reactants needed to synthesize it. The reactants are: COC1C=CC(C[N:8]2[C:12]([NH2:13])=[C:11]([C:14]3[CH:15]=[N:16][C:17]([O:20][CH3:21])=[CH:18][CH:19]=3)[CH:10]=[N:9]2)=CC=1.C(O)(C(F)(F)F)=O.O(S(C(F)(F)F)(=O)=O)S(C(F)(F)F)(=O)=O. (8) Given the product [F:21][C:18]1[CH:19]=[CH:20][C:15]([N:8]([CH2:7][C:5]2[N:6]=[C:2]([N:31]3[CH2:32][CH2:33][N:28]([C:23]4[N:22]=[CH:27][CH:26]=[CH:25][N:24]=4)[CH2:29][CH2:30]3)[S:3][CH:4]=2)[C:9](=[O:14])[C:10]([CH3:13])([CH3:12])[CH3:11])=[CH:16][CH:17]=1, predict the reactants needed to synthesize it. The reactants are: Br[C:2]1[S:3][CH:4]=[C:5]([CH2:7][N:8]([C:15]2[CH:20]=[CH:19][C:18]([F:21])=[CH:17][CH:16]=2)[C:9](=[O:14])[C:10]([CH3:13])([CH3:12])[CH3:11])[N:6]=1.[N:22]1[CH:27]=[CH:26][CH:25]=[N:24][C:23]=1[N:28]1[CH2:33][CH2:32][NH:31][CH2:30][CH2:29]1. (9) Given the product [NH2:1][CH2:4][CH:5]([NH:10][C:11](=[O:17])[O:12][C:13]([CH3:16])([CH3:15])[CH3:14])[CH2:6][O:7][CH2:8][CH3:9], predict the reactants needed to synthesize it. The reactants are: [N:1]([CH2:4][CH:5]([NH:10][C:11](=[O:17])[O:12][C:13]([CH3:16])([CH3:15])[CH3:14])[CH2:6][O:7][CH2:8][CH3:9])=[N+]=[N-].